This data is from Reaction yield outcomes from USPTO patents with 853,638 reactions. The task is: Predict the reaction yield, written as a fraction of the theoretical maximum amount of product (1.0 means a 100% yield; for example, 0.34 means a 34% yield). (1) The reactants are I[C:2]1[C:7]([NH:8][CH3:9])=[C:6]([I:10])[N:5]=[CH:4][N:3]=1.C(=O)([O-])[O-].[K+].[K+].[NH2:17][C:18]1[CH:23]=[CH:22][C:21]([OH:24])=[CH:20][C:19]=1[Cl:25].O. The catalyst is CN1CCCC1=O. The product is [NH2:17][C:18]1[CH:23]=[CH:22][C:21]([O:24][C:2]2[C:7]([NH:8][CH3:9])=[C:6]([I:10])[N:5]=[CH:4][N:3]=2)=[CH:20][C:19]=1[Cl:25]. The yield is 0.460. (2) The reactants are [OH:1][C@@H:2]1[CH2:15][CH2:14][C@H:13]2[C@@H:4]([CH2:5][C@H:6]3[C@H:11]([CH2:12]2)[C@H:10]2[CH2:16][CH:17]=[C:18](C#N)[C@:9]2([CH3:21])[CH2:8][CH2:7]3)[CH2:3]1.[CH:22](=O)[C:23]1[CH:28]=[CH:27][CH:26]=[CH:25][CH:24]=1.[OH-:30].[K+].[NH4+].[Cl-]. The catalyst is C(O)C. The product is [OH:1][C@@H:2]1[CH2:15][CH2:14][C@H:13]2[C@@H:4]([CH2:5][C@H:6]3[C@H:11]([CH2:12]2)[C@H:10]2[CH2:16]/[C:17](=[CH:22]\[C:23]4[CH:28]=[CH:27][CH:26]=[CH:25][CH:24]=4)/[C:18](=[O:30])[C@:9]2([CH3:21])[CH2:8][CH2:7]3)[CH2:3]1. The yield is 1.00. (3) The reactants are [F:1][C:2]1[CH:18]=[CH:17][C:5]([C:6]([CH:8]2[CH2:15][C:11]3[S:12][CH:13]=[CH:14][C:10]=3[C:9]2=O)=O)=[CH:4][CH:3]=1.O.[NH2:20][NH2:21].C(O)(=O)C. The catalyst is C(O)C. The product is [F:1][C:2]1[CH:18]=[CH:17][C:5]([C:6]2[C:8]3[CH2:15][C:11]4[S:12][CH:13]=[CH:14][C:10]=4[C:9]=3[NH:21][N:20]=2)=[CH:4][CH:3]=1. The yield is 0.810. (4) The reactants are [CH3:1][C:2]1[C:6](B2OC(C)(C)C(C)(C)O2)=[C:5]([CH3:16])[NH:4][N:3]=1.[CH2:17]([N:24]([CH2:36][C:37]1[CH:42]=[CH:41][CH:40]=[CH:39][CH:38]=1)[C@@H:25]1[CH2:34][CH2:33][C:32]2[C:27](=[C:28](Br)[CH:29]=[CH:30][CH:31]=2)[CH2:26]1)[C:18]1[CH:23]=[CH:22][CH:21]=[CH:20][CH:19]=1. No catalyst specified. The product is [CH2:36]([N:24]([CH2:17][C:18]1[CH:23]=[CH:22][CH:21]=[CH:20][CH:19]=1)[C@@H:25]1[CH2:34][CH2:33][C:32]2[C:27](=[C:28]([C:6]3[C:2]([CH3:1])=[N:3][NH:4][C:5]=3[CH3:16])[CH:29]=[CH:30][CH:31]=2)[CH2:26]1)[C:37]1[CH:38]=[CH:39][CH:40]=[CH:41][CH:42]=1. The yield is 0.580. (5) The reactants are [CH2:1]([O:3][C:4](=[O:41])[C:5]([CH3:40])([CH3:39])[CH2:6][CH2:7][CH2:8][CH2:9][CH2:10][CH2:11][C:12]([N+]#[C-])(S(C1C=CC(C)=CC=1)(=O)=O)[CH2:13][CH2:14][CH2:15][CH2:16][CH2:17][CH2:18][C:19]([CH3:26])([CH3:25])[C:20]([O:22][CH2:23][CH3:24])=[O:21])[CH3:2].Cl.[OH2:43]. The catalyst is C(Cl)Cl. The product is [CH2:1]([O:3][C:4](=[O:41])[C:5]([CH3:40])([CH3:39])[CH2:6][CH2:7][CH2:8][CH2:9][CH2:10][CH2:11][C:12](=[O:43])[CH2:13][CH2:14][CH2:15][CH2:16][CH2:17][CH2:18][C:19]([CH3:26])([CH3:25])[C:20]([O:22][CH2:23][CH3:24])=[O:21])[CH3:2]. The yield is 0.400. (6) The reactants are [C:1]([O:5][C@@H:6]([C:11]1[C:40]([CH3:41])=[CH:39][C:38]2=[N:42][C:35]3=[CH:36][N:37]2[C:12]=1[N:13]1[CH2:48][CH2:47][C:16]([CH3:49])([O:17][CH2:18][CH2:19][CH2:20][CH2:21][C@H:22]([CH3:46])[O:23][C:24]2[CH:25]=[C:26]([CH3:45])[C:27]([F:44])=[CH:28][C:29]=2[C:30]2[CH:43]=[C:34]3[CH:33]=[CH:32][CH:31]=2)[CH2:15][CH2:14]1)[C:7]([O:9][CH3:10])=[O:8])([CH3:4])([CH3:3])[CH3:2].C1C(=O)N([Cl:57])C(=O)C1. The catalyst is CC#N. The product is [C:1]([O:5][C@@H:6]([C:11]1[C:40]([CH3:41])=[CH:39][C:38]2=[N:42][C:35]3=[C:36]([Cl:57])[N:37]2[C:12]=1[N:13]1[CH2:48][CH2:47][C:16]([CH3:49])([O:17][CH2:18][CH2:19][CH2:20][CH2:21][C@H:22]([CH3:46])[O:23][C:24]2[CH:25]=[C:26]([CH3:45])[C:27]([F:44])=[CH:28][C:29]=2[C:30]2[CH:43]=[C:34]3[CH:33]=[CH:32][CH:31]=2)[CH2:15][CH2:14]1)[C:7]([O:9][CH3:10])=[O:8])([CH3:4])([CH3:2])[CH3:3]. The yield is 0.870. (7) The yield is 0.830. The catalyst is C1COCC1. The product is [C:1]([O:5][C:6](=[O:22])[NH:7][C@H:8]([C:19](=[S:32])[NH2:20])[CH2:9][C:10]1[CH:15]=[CH:14][C:13]([N+:16]([O-:18])=[O:17])=[CH:12][CH:11]=1)([CH3:4])([CH3:3])[CH3:2]. The reactants are [C:1]([O:5][C:6](=[O:22])[NH:7][C@H:8]([C:19](=O)[NH2:20])[CH2:9][C:10]1[CH:15]=[CH:14][C:13]([N+:16]([O-:18])=[O:17])=[CH:12][CH:11]=1)([CH3:4])([CH3:3])[CH3:2].COC1C=CC(P2(SP(C3C=CC(OC)=CC=3)(=S)S2)=[S:32])=CC=1. (8) The reactants are [Cl:1][C:2](Cl)([O:4]C(=O)OC(Cl)(Cl)Cl)Cl.N1C=CC=CC=1.[C:19]1([CH2:25][CH2:26][CH2:27][OH:28])[CH:24]=[CH:23][CH:22]=[CH:21][CH:20]=1. The catalyst is C1(C)C=CC=CC=1. The product is [C:19]1([CH2:25][CH2:26][CH2:27][O:28][C:2]([Cl:1])=[O:4])[CH:24]=[CH:23][CH:22]=[CH:21][CH:20]=1. The yield is 0.850. (9) The reactants are C([O:8][CH2:9][C:10]1[C:11]([O:28][CH3:29])=[N:12][CH:13]=[CH:14][C:15]=1[C:16]([OH:27])([CH2:25][CH3:26])[CH2:17][C:18]([O:20][C:21]([CH3:24])([CH3:23])[CH3:22])=[O:19])C1C=CC=CC=1. The catalyst is [Pd].C(O)C. The product is [OH:27][C:16]([C:15]1[CH:14]=[CH:13][N:12]=[C:11]([O:28][CH3:29])[C:10]=1[CH2:9][OH:8])([CH2:25][CH3:26])[CH2:17][C:18]([O:20][C:21]([CH3:23])([CH3:22])[CH3:24])=[O:19]. The yield is 0.900. (10) The yield is 0.330. The catalyst is C(Cl)Cl.CCOC(C)=O. The reactants are [C:1]([C:3]1[S:4][C:5]2[C:11]([C:12]#[N:13])=[C:10](/[N:14]=[CH:15]/[N:16](C)C)[CH:9]=[CH:8][C:6]=2[N:7]=1)#[N:2].[O:19]1[C:24]2[CH:25]=[CH:26][C:27](N)=[CH:28][C:23]=2[O:22][CH2:21][CH2:20]1.[K+].[Br-]. The product is [O:19]1[CH2:20][CH2:21][O:22][C:23]2[CH:28]=[C:27]([NH:13][C:12]3[C:11]4[C:10](=[CH:9][CH:8]=[C:6]5[N:7]=[C:3]([C:1]#[N:2])[S:4][C:5]5=4)[N:14]=[CH:15][N:16]=3)[CH:26]=[CH:25][C:24]1=2.